The task is: Regression. Given a peptide amino acid sequence and an MHC pseudo amino acid sequence, predict their binding affinity value. This is MHC class II binding data.. This data is from Peptide-MHC class II binding affinity with 134,281 pairs from IEDB. (1) The peptide sequence is AFIWDGDNLFPKV. The MHC is DRB1_0401 with pseudo-sequence DRB1_0401. The binding affinity (normalized) is 0.512. (2) The peptide sequence is GSDEKNLALSIKYNK. The MHC is DRB1_0101 with pseudo-sequence DRB1_0101. The binding affinity (normalized) is 0.566. (3) The peptide sequence is AFKVAATAANAAPAN. The MHC is DRB5_0101 with pseudo-sequence DRB5_0101. The binding affinity (normalized) is 0.473. (4) The peptide sequence is KSKYKLATSVLAGLL. The MHC is DRB1_1302 with pseudo-sequence DRB1_1302. The binding affinity (normalized) is 0.440. (5) The peptide sequence is ARARRAAIAAAGASR. The MHC is HLA-DPA10103-DPB10401 with pseudo-sequence HLA-DPA10103-DPB10401. The binding affinity (normalized) is 0.